From a dataset of Peptide-MHC class I binding affinity with 185,985 pairs from IEDB/IMGT. Regression. Given a peptide amino acid sequence and an MHC pseudo amino acid sequence, predict their binding affinity value. This is MHC class I binding data. (1) The peptide sequence is EVEHRTRVR. The MHC is HLA-B18:01 with pseudo-sequence HLA-B18:01. The binding affinity (normalized) is 0.0847. (2) The peptide sequence is TFQLLNMIK. The MHC is HLA-A11:01 with pseudo-sequence HLA-A11:01. The binding affinity (normalized) is 0.726. (3) The peptide sequence is HEKGINPNY. The MHC is HLA-B15:01 with pseudo-sequence HLA-B15:01. The binding affinity (normalized) is 0.418. (4) The peptide sequence is LAKSVFNSL. The MHC is HLA-A02:19 with pseudo-sequence HLA-A02:19. The binding affinity (normalized) is 0.0847. (5) The peptide sequence is MEKTHNLMA. The MHC is HLA-B18:01 with pseudo-sequence HLA-B18:01. The binding affinity (normalized) is 0.0847. (6) The peptide sequence is KAAVDLSHF. The MHC is HLA-B58:02 with pseudo-sequence HLA-B58:02. The binding affinity (normalized) is 0.215.